This data is from Full USPTO retrosynthesis dataset with 1.9M reactions from patents (1976-2016). The task is: Predict the reactants needed to synthesize the given product. (1) Given the product [NH3:19].[C:1]1([C:7]2([C:12]3[CH:17]=[CH:16][C:15]([C:18]4[NH:22][C:21]5[CH:23]=[CH:24][C:25]([C:27]([NH2:29])=[O:28])=[CH:26][C:20]=5[N:19]=4)=[CH:14][CH:13]=3)[O:8][CH2:9][CH2:10][O:11]2)[CH:2]=[CH:3][CH:4]=[CH:5][CH:6]=1, predict the reactants needed to synthesize it. The reactants are: [C:1]1([C:7]2([C:12]3[CH:17]=[CH:16][C:15]([C:18]4[NH:22][C:21]5[CH:23]=[CH:24][C:25]([C:27]([NH2:29])=[O:28])=[CH:26][C:20]=5[N:19]=4)=[CH:14][CH:13]=3)[O:11][CH2:10][CH2:9][O:8]2)[CH:6]=[CH:5][CH:4]=[CH:3][CH:2]=1.NC1C=C(C=CC=1N)C(N)=O.C1(C2(C3C=CC(C=O)=CC=3)OCCO2)C=CC=CC=1.S(S([O-])=O)([O-])(=O)=O.[Na+].[Na+]. (2) Given the product [CH3:23][O:22][C:19]1[CH:20]=[CH:21][C:16]([CH2:15][N:12]2[C:13]3[C:9](=[CH:8][CH:7]=[C:6]([C:4]([C:27]4[CH:32]=[CH:31][CH:30]=[CH:29][CH:28]=4)=[O:5])[CH:14]=3)[C:10]([CH3:24])=[CH:11]2)=[CH:17][CH:18]=1, predict the reactants needed to synthesize it. The reactants are: CON(C)[C:4]([C:6]1[CH:14]=[C:13]2[C:9]([C:10]([CH3:24])=[CH:11][N:12]2[CH2:15][C:16]2[CH:21]=[CH:20][C:19]([O:22][CH3:23])=[CH:18][CH:17]=2)=[CH:8][CH:7]=1)=[O:5].C(N1[C:32]2[C:27](=[CH:28][CH:29]=[C:30](C(NC3C(Cl)=CN=CC=3Cl)=O)[CH:31]=2)C(C)=N1)[C:27]1[CH:32]=[CH:31][CH:30]=[CH:29][CH:28]=1. (3) The reactants are: [Cl:1][C:2]1[CH:7]=[CH:6][C:5]([C:8]2[C:13]([O:14][CH2:15][C:16]([F:19])([F:18])[F:17])=[CH:12][N:11]=[C:10]([C:20]([OH:22])=O)[CH:9]=2)=[CH:4][CH:3]=1.[CH3:23][C:24]1[O:28][N:27]=[C:26]([CH2:29][NH2:30])[CH:25]=1. Given the product [Cl:1][C:2]1[CH:7]=[CH:6][C:5]([C:8]2[C:13]([O:14][CH2:15][C:16]([F:18])([F:19])[F:17])=[CH:12][N:11]=[C:10]([C:20]([NH:30][CH2:29][C:26]3[CH:25]=[C:24]([CH3:23])[O:28][N:27]=3)=[O:22])[CH:9]=2)=[CH:4][CH:3]=1, predict the reactants needed to synthesize it. (4) Given the product [NH2:25][C:23]([CH3:26])([CH3:24])[C@H:22]([NH:21][C:19](=[O:20])[C:18]1[CH:31]=[CH:32][C:15]([C:14]#[C:13]/[CH:12]=[CH:11]/[CH2:10][CH2:9][OH:8])=[CH:16][CH:17]=1)[C:27]([NH:33][OH:34])=[O:28], predict the reactants needed to synthesize it. The reactants are: FC(F)(F)C([O-])=O.[OH:8][CH2:9][CH2:10]/[CH:11]=[CH:12]/[C:13]#[C:14][C:15]1[CH:32]=[CH:31][C:18]([C:19]([NH:21][C@H:22]([C:27](OC)=[O:28])[C:23]([CH3:26])([NH3+:25])[CH3:24])=[O:20])=[CH:17][CH:16]=1.[NH2:33][OH:34]. (5) Given the product [CH2:1]([N:5]([S:32]([C:35]1[CH:40]=[CH:39][C:38]([CH3:41])=[CH:37][CH:36]=1)(=[O:34])=[O:33])[C@H:6]([C:29]([OH:31])=[O:30])[CH2:7][CH2:8][CH2:9][CH2:10][NH:11][C:12](=[O:13])[C@H:49]([CH2:50][C:51]1[CH:52]=[CH:53][CH:54]=[CH:55][CH:56]=1)[NH:48][C:42](=[O:47])[C:43]([CH3:46])([CH3:45])[CH3:44])[CH:2]([CH3:4])[CH3:3], predict the reactants needed to synthesize it. The reactants are: [CH2:1]([N:5]([S:32]([C:35]1[CH:40]=[CH:39][C:38]([CH3:41])=[CH:37][CH:36]=1)(=[O:34])=[O:33])[C@H:6]([C:29]([OH:31])=[O:30])[CH2:7][CH2:8][CH2:9][CH2:10][NH:11][C:12](OCC1C2C=CC=CC=2C2C1=CC=CC=2)=[O:13])[CH:2]([CH3:4])[CH3:3].[C:42]([NH:48][C@H:49](C(O)=O)[CH2:50][C:51]1[CH:56]=[CH:55][CH:54]=[CH:53][CH:52]=1)(=[O:47])[C:43]([CH3:46])([CH3:45])[CH3:44].